Predict the reactants needed to synthesize the given product. From a dataset of Full USPTO retrosynthesis dataset with 1.9M reactions from patents (1976-2016). (1) Given the product [Br:20][C:12]1[C:11](=[O:14])[C:10]([C:15]([OH:17])=[O:16])=[CH:9][N:8]([CH2:7][C:6]2[CH:5]=[CH:4][C:3]([C:1]#[N:2])=[CH:19][CH:18]=2)[CH:13]=1, predict the reactants needed to synthesize it. The reactants are: [C:1]([C:3]1[CH:19]=[CH:18][C:6]([CH2:7][N:8]2[CH:13]=[CH:12][C:11](=[O:14])[C:10]([C:15]([OH:17])=[O:16])=[CH:9]2)=[CH:5][CH:4]=1)#[N:2].[Br:20]Br. (2) Given the product [Cl:18][C:19]1[CH:24]=[CH:23][C:22]([C:25]2[NH:27][C:6](=[O:8])[CH:4]=[C:3]([C:2]([OH:12])=[O:11])[N:26]=2)=[CH:21][CH:20]=1, predict the reactants needed to synthesize it. The reactants are: [Na].[C:2]([O:12]CC)(=[O:11])[CH2:3][C:4]([C:6]([O:8]CC)=O)=O.[OH-].[Na+].Cl.[Cl:18][C:19]1[CH:24]=[CH:23][C:22]([C:25](=[NH:27])[NH2:26])=[CH:21][CH:20]=1.Cl. (3) Given the product [Cl:1][C:2]1[CH:9]=[CH:8][C:5]([CH:6]=[O:13])=[CH:4][CH:3]=1, predict the reactants needed to synthesize it. The reactants are: [Cl:1][C:2]1[CH:9]=[CH:8][C:5]([C:6]#N)=[CH:4][CH:3]=1.[H][H].C(O)=[O:13]. (4) Given the product [CH3:1][O:2][C:3](=[O:21])[CH2:4][C:5]([N:8]1[CH:12]=[C:11]([NH:13][C:14](=[O:20])[CH:15]([NH:19][C:24](=[O:25])[CH:23]([OH:22])[C:27]([CH3:30])([CH3:29])[CH3:28])[CH2:16][CH2:17][CH3:18])[N:10]=[CH:9]1)([CH3:6])[CH3:7], predict the reactants needed to synthesize it. The reactants are: [CH3:1][O:2][C:3](=[O:21])[CH2:4][C:5]([N:8]1[CH:12]=[C:11]([NH:13][C:14](=[O:20])[CH:15]([NH2:19])[CH2:16][CH2:17][CH3:18])[N:10]=[CH:9]1)([CH3:7])[CH3:6].[OH:22][C@@H:23]([C:27]([CH3:30])([CH3:29])[CH3:28])[C:24](O)=[O:25]. (5) Given the product [CH:21]1([NH:20][C:18](=[O:19])[C:17]2[CH:24]=[CH:25][C:26]([CH3:27])=[C:15]([C:11]3[CH:12]=[C:13]4[C:8](=[CH:9][CH:10]=3)[C:7](=[O:28])[N:6]([CH2:5][C:4]3[CH:29]=[CH:30][CH:31]=[C:2]([NH:1][S:39]([CH3:38])(=[O:41])=[O:40])[CH:3]=3)[CH2:14]4)[CH:16]=2)[CH2:22][CH2:23]1, predict the reactants needed to synthesize it. The reactants are: [NH2:1][C:2]1[CH:3]=[C:4]([CH:29]=[CH:30][CH:31]=1)[CH2:5][N:6]1[CH2:14][C:13]2[C:8](=[CH:9][CH:10]=[C:11]([C:15]3[CH:16]=[C:17]([CH:24]=[CH:25][C:26]=3[CH3:27])[C:18]([NH:20][CH:21]3[CH2:23][CH2:22]3)=[O:19])[CH:12]=2)[C:7]1=[O:28].N1C=CC=CC=1.[CH3:38][S:39](Cl)(=[O:41])=[O:40]. (6) The reactants are: [N:1]1[CH:6]=[CH:5][CH:4]=[C:3]([CH:7]=[CH:8][CH:9]([OH:13])[CH2:10][C:11]#[CH:12])[CH:2]=1.N1C=CC=CC=1.[C:20](OC(=O)C)(=[O:22])[CH3:21].CN(C1C=CC=CN=1)C. Given the product [C:20]([O:13][CH:9]([CH2:10][C:11]#[CH:12])[CH:8]=[CH:7][C:3]1[CH:2]=[N:1][CH:6]=[CH:5][CH:4]=1)(=[O:22])[CH3:21], predict the reactants needed to synthesize it. (7) Given the product [C:1]1([S:7]([N:10]2[CH2:14][CH:13]([C:15]3[CH:16]=[C:17]([C:33]4[CH:32]=[CH:31][CH:30]=[C:29]([N+:26]([O-:28])=[O:27])[CH:34]=4)[CH:18]=[CH:19][CH:20]=3)[N:12]([CH:22]([CH3:24])[CH3:23])[C:11]2=[O:25])(=[O:9])=[O:8])[CH:6]=[CH:5][CH:4]=[CH:3][CH:2]=1, predict the reactants needed to synthesize it. The reactants are: [C:1]1([S:7]([N:10]2[CH2:14][CH:13]([C:15]3[CH:20]=[CH:19][CH:18]=[C:17](Br)[CH:16]=3)[N:12]([CH:22]([CH3:24])[CH3:23])[C:11]2=[O:25])(=[O:9])=[O:8])[CH:6]=[CH:5][CH:4]=[CH:3][CH:2]=1.[N+:26]([C:29]1[CH:30]=[C:31](B(O)O)[CH:32]=[CH:33][CH:34]=1)([O-:28])=[O:27].C(=O)([O-])[O-].[Na+].[Na+]. (8) Given the product [ClH:23].[NH2:1][C:2]1[C:11]2[C:6](=[CH:7][CH:8]=[CH:9][C:10]=2[O:12][CH:13]2[CH2:18][CH2:17][CH2:16][CH2:15][CH2:14]2)[N:5]=[C:4]([CH3:19])[C:3]=1[C:20]([OH:22])=[O:21], predict the reactants needed to synthesize it. The reactants are: [NH2:1][C:2]1[C:11]2[C:6](=[CH:7][CH:8]=[CH:9][C:10]=2[O:12][CH:13]2[CH2:18][CH2:17][CH2:16][CH2:15][CH2:14]2)[N:5]=[C:4]([CH3:19])[C:3]=1[C:20]([OH:22])=[O:21].[ClH:23]. (9) Given the product [CH2:11]([N:10]([CH2:13][CH3:14])[CH2:9][CH2:8][C:5]1[CH:6]=[CH:7][C:2]([C:39]2[NH:40][C:41]3[CH:42]=[CH:43][CH:44]=[C:45]4[C:51](=[O:52])[NH:50][CH2:49][CH2:48][C:47]=2[C:46]=34)=[CH:3][CH:4]=1)[CH3:12], predict the reactants needed to synthesize it. The reactants are: Br[C:2]1[CH:7]=[CH:6][C:5]([CH2:8][CH2:9][N:10]([CH2:13][CH3:14])[CH2:11][CH3:12])=[CH:4][CH:3]=1.B1(B2OC(C)(C)C(C)(C)O2)OC(C)(C)C(C)(C)O1.C([O-])(=O)C.[K+].Br[C:39]1[NH:40][C:41]2[CH:42]=[CH:43][CH:44]=[C:45]3[C:51](=[O:52])[NH:50][CH2:49][CH2:48][C:47]=1[C:46]=23.C(=O)([O-])[O-].[Na+].[Na+].